Predict the product of the given reaction. From a dataset of Forward reaction prediction with 1.9M reactions from USPTO patents (1976-2016). Given the reactants [CH3:1][O:2][C:3]([CH2:5][C:6]([CH2:8][C:9]([O:11][CH3:12])=[O:10])=O)=[O:4].O[CH:14]1[CH2:19]SC(O)C[S:15]1.[Br-].[Li+], predict the reaction product. The product is: [CH3:1][O:2][C:3]([CH2:5][C:6]1[S:15][CH:14]=[CH:19][C:8]=1[C:9]([O:11][CH3:12])=[O:10])=[O:4].